The task is: Predict the reaction yield, written as a fraction of the theoretical maximum amount of product (1.0 means a 100% yield; for example, 0.34 means a 34% yield).. This data is from Reaction yield outcomes from USPTO patents with 853,638 reactions. (1) The product is [CH2:19]([O:21][C:22]([C:24]1[C:32]2[CH2:31][CH2:30][N:29]([C:14]3[CH:15]=[CH:16][C:11]([C:8]4([NH:7][C:6]([O:5][C:1]([CH3:4])([CH3:3])[CH3:2])=[O:18])[CH2:10][CH2:9]4)=[CH:12][CH:13]=3)[C:28](=[O:33])[C:27]=2[N:26]([C:34]2[CH:35]=[CH:36][C:37]([O:40][CH3:41])=[CH:38][CH:39]=2)[N:25]=1)=[O:23])[CH3:20]. The reactants are [C:1]([O:5][C:6](=[O:18])[NH:7][C:8]1([C:11]2[CH:16]=[CH:15][C:14](I)=[CH:13][CH:12]=2)[CH2:10][CH2:9]1)([CH3:4])([CH3:3])[CH3:2].[CH2:19]([O:21][C:22]([C:24]1[C:32]2[CH2:31][CH2:30][NH:29][C:28](=[O:33])[C:27]=2[N:26]([C:34]2[CH:39]=[CH:38][C:37]([O:40][CH3:41])=[CH:36][CH:35]=2)[N:25]=1)=[O:23])[CH3:20].C([O-])([O-])=O.[K+].[K+].N1C2C(=CC=C3C=2N=CC=C3)C=CC=1. The yield is 0.460. The catalyst is CS(C)=O.[Cu]I.CCOC(C)=O. (2) The reactants are N1C=CC=CC=1.[Cl:7][C:8]1[CH:9]=[C:10]([CH2:15][OH:16])[CH:11]=[N:12][C:13]=1[CH3:14].C(N(CC)C(C)C)(C)C. The catalyst is CS(C)=O.C(Cl)Cl. The product is [Cl:7][C:8]1[CH:9]=[C:10]([CH:15]=[O:16])[CH:11]=[N:12][C:13]=1[CH3:14]. The yield is 0.880. (3) The reactants are [NH2:1][C:2]1[CH:3]=[C:4]([CH:7]=[CH:8][C:9]=1[O:10][CH3:11])[C:5]#[N:6].Br.Br[CH:14]([C:16]1[CH:17]=[C:18]([C:33]([N:35]([CH3:37])[CH3:36])=[O:34])[CH:19]=[C:20]2[C:25]=1[O:24][C:23]([N:26]1[CH2:31][CH2:30][O:29][CH2:28][CH2:27]1)=[CH:22][C:21]2=[O:32])[CH3:15]. No catalyst specified. The product is [C:5]([C:4]1[CH:7]=[CH:8][C:9]([O:10][CH3:11])=[C:2]([NH:1][CH:14]([C:16]2[CH:17]=[C:18]([C:33]([N:35]([CH3:37])[CH3:36])=[O:34])[CH:19]=[C:20]3[C:25]=2[O:24][C:23]([N:26]2[CH2:31][CH2:30][O:29][CH2:28][CH2:27]2)=[CH:22][C:21]3=[O:32])[CH3:15])[CH:3]=1)#[N:6]. The yield is 0.510. (4) The reactants are C(N(CC)CC)C.[Cl:8][C:9]1[CH:10]=[C:11]([C:15]2[N:20]=[C:19]([C:21]([OH:23])=O)[CH:18]=[N:17][C:16]=2[CH:24]2[CH2:26][CH2:25]2)[CH:12]=[CH:13][CH:14]=1.CN(C(ON1N=NC2C=CC=CC1=2)=[N+](C)C)C.[B-](F)(F)(F)F.CCN(C(C)C)C(C)C.Cl.[CH3:59][C:60]([CH3:67])([C:62]1[S:63][CH:64]=[CH:65][N:66]=1)[NH2:61]. The catalyst is CN(C=O)C. The product is [CH3:59][C:60]([NH:61][C:21]([C:19]1[CH:18]=[N:17][C:16]([CH:24]2[CH2:26][CH2:25]2)=[C:15]([C:11]2[CH:12]=[CH:13][CH:14]=[C:9]([Cl:8])[CH:10]=2)[N:20]=1)=[O:23])([C:62]1[S:63][CH:64]=[CH:65][N:66]=1)[CH3:67]. The yield is 0.590.